Dataset: Full USPTO retrosynthesis dataset with 1.9M reactions from patents (1976-2016). Task: Predict the reactants needed to synthesize the given product. (1) Given the product [CH2:22]([NH:29][C:30]([N:19]1[CH2:18][CH2:17][N:16]([C:11]2[N:10]=[N:9][C:8]([CH2:1][C:2]3[CH:7]=[CH:6][CH:5]=[CH:4][CH:3]=3)=[C:13]([CH3:14])[C:12]=2[CH3:15])[CH2:21][CH2:20]1)=[O:31])[C:23]1[CH:28]=[CH:27][CH:26]=[CH:25][CH:24]=1, predict the reactants needed to synthesize it. The reactants are: [CH2:1]([C:8]1[N:9]=[N:10][C:11]([N:16]2[CH2:21][CH2:20][NH:19][CH2:18][CH2:17]2)=[C:12]([CH3:15])[C:13]=1[CH3:14])[C:2]1[CH:7]=[CH:6][CH:5]=[CH:4][CH:3]=1.[CH2:22]([N:29]=[C:30]=[O:31])[C:23]1[CH:28]=[CH:27][CH:26]=[CH:25][CH:24]=1. (2) Given the product [CH2:1]([S:4]([CH2:5][C:6]1[N:7]=[C:8]([NH:11][C:12](=[O:18])[O:13][C:14]([CH3:17])([CH3:16])[CH3:15])[S:9][CH:10]=1)(=[O:19])=[O:25])[CH2:2][CH3:3], predict the reactants needed to synthesize it. The reactants are: [CH2:1]([S:4][CH2:5][C:6]1[N:7]=[C:8]([NH:11][C:12](=[O:18])[O:13][C:14]([CH3:17])([CH3:16])[CH3:15])[S:9][CH:10]=1)[CH2:2][CH3:3].[OH:19]OS([O-])=O.[K+].[OH2:25]. (3) Given the product [F:19][C:16]1[CH:15]=[CH:14][C:13]([C:11]([CH:10]([C:7]2[CH:6]=[CH:5][C:4]([C:3]([O:2][CH3:1])=[O:20])=[CH:9][CH:8]=2)[CH2:23]/[CH:24]=[CH:25]/[C:26]2[CH:31]=[CH:30][CH:29]=[CH:28][CH:27]=2)=[O:12])=[CH:18][CH:17]=1, predict the reactants needed to synthesize it. The reactants are: [CH3:1][O:2][C:3](=[O:20])[C:4]1[CH:9]=[CH:8][C:7]([CH2:10][C:11]([C:13]2[CH:18]=[CH:17][C:16]([F:19])=[CH:15][CH:14]=2)=[O:12])=[CH:6][CH:5]=1.[H-].[Na+].[CH2:23](Br)[CH:24]=[CH:25][C:26]1[CH:31]=[CH:30][CH:29]=[CH:28][CH:27]=1.C([O-])(=O)C.[NH4+]. (4) Given the product [Br:1][CH2:53][C:50]1[CH:51]=[CH:52][C:25]([O:24][CH2:23][O:22][CH3:21])=[C:26]([CH:49]=1)[C:27]([NH:29][C:30]1[CH:42]=[C:41]([C:43]2[CH:44]=[CH:45][CH:46]=[CH:47][CH:48]=2)[CH:40]=[CH:39][C:31]=1[C:32]([O:34][C:35]([CH3:38])([CH3:37])[CH3:36])=[O:33])=[O:28], predict the reactants needed to synthesize it. The reactants are: [Br:1]N1C(=O)CCC1=O.N(C(C)(C)C#N)=NC(C)(C)C#N.[CH3:21][O:22][CH2:23][O:24][C:25]1[CH:52]=[CH:51][C:50]([CH3:53])=[CH:49][C:26]=1[C:27]([NH:29][C:30]1[CH:42]=[C:41]([C:43]2[CH:48]=[CH:47][CH:46]=[CH:45][CH:44]=2)[CH:40]=[CH:39][C:31]=1[C:32]([O:34][C:35]([CH3:38])([CH3:37])[CH3:36])=[O:33])=[O:28].C(=O)(O)[O-].[Na+]. (5) Given the product [Cl:1][C:2]1[N:3]=[C:4]([C:25]2[CH:31]=[CH:30][C:28]([NH2:29])=[CH:27][CH:26]=2)[CH:5]=[C:6]([N:8]2[CH2:14][CH:13]3[O:15][CH:10]([CH2:11][CH2:12]3)[CH2:9]2)[N:7]=1.[Cl:16][C:4]1[CH:5]=[C:6]([N:8]2[CH2:14][CH:13]3[O:15][CH:10]([CH2:11][CH2:12]3)[CH2:9]2)[N:7]=[C:2]([C:25]2[CH:31]=[CH:30][C:28]([NH2:29])=[CH:27][CH:26]=2)[N:3]=1, predict the reactants needed to synthesize it. The reactants are: [Cl:1][C:2]1[N:7]=[C:6]([N:8]2[CH2:14][CH:13]3[O:15][CH:10]([CH2:11][CH2:12]3)[CH2:9]2)[CH:5]=[C:4]([Cl:16])[N:3]=1.CC1(C)C(C)(C)OB([C:25]2[CH:31]=[CH:30][C:28]([NH2:29])=[CH:27][CH:26]=2)O1.C([O-])([O-])=O.[Na+].[Na+]. (6) The reactants are: [CH:1]1([C@H:7]([OH:43])[C@H:8]([NH:19][C:20]([N:22]2[CH2:27][CH2:26][CH2:25][C@@H:24]([C@H:28]([C:37]3[CH:42]=[CH:41][CH:40]=[CH:39][CH:38]=3)[O:29][CH2:30][CH2:31][NH:32][C:33](=[O:36])[O:34][CH3:35])[CH2:23]2)=[O:21])[CH2:9][N:10](C)[C:11](OC(C)(C)C)=O)[CH2:6][CH2:5][CH2:4][CH2:3][CH2:2]1. Given the product [CH:1]1([C@H:7]([OH:43])[C@H:8]([NH:19][C:20]([N:22]2[CH2:27][CH2:26][CH2:25][C@@H:24]([C@H:28]([C:37]3[CH:42]=[CH:41][CH:40]=[CH:39][CH:38]=3)[O:29][CH2:30][CH2:31][NH:32][C:33](=[O:36])[O:34][CH3:35])[CH2:23]2)=[O:21])[CH2:9][NH:10][CH3:11])[CH2:6][CH2:5][CH2:4][CH2:3][CH2:2]1, predict the reactants needed to synthesize it. (7) Given the product [OH:19][N:18]([OH:20])[C:14]1[CH:13]=[C:12]([N:11]2[C:10](=[O:21])[C:9]3[C:4](=[CH:5][CH:6]=[CH:7][CH:8]=3)[N:3]=[C:2]2/[CH:1]=[CH:34]/[C:33]2[CH:38]=[CH:39][N:40]([CH3:41])[N:32]=2)[CH:17]=[CH:16][CH:15]=1, predict the reactants needed to synthesize it. The reactants are: [CH3:1][C:2]1[N:11]([C:12]2[CH:17]=[CH:16][CH:15]=[C:14]([N+:18]([O-:20])=[O:19])[CH:13]=2)[C:10](=[O:21])[C:9]2[C:4](=[CH:5][CH:6]=[CH:7][CH:8]=2)[N:3]=1.OC1C=CC(C=CC2[N:40]([C:41]3C=CC=C([N+]([O-])=O)C=3)[C:39](=O)[C:38]3[C:33](=[CH:34]C=CC=3)[N:32]=2)=CC=1.CN1C=CC(C=O)=N1.CC([O-])=O.[Na+].